The task is: Predict the reactants needed to synthesize the given product.. This data is from Full USPTO retrosynthesis dataset with 1.9M reactions from patents (1976-2016). Given the product [CH3:15][C:11]1[N:10]([C:8]2[CH:9]=[C:4]3[C:5](=[CH:6][C:7]=2[C:16]([F:18])([F:17])[F:19])[NH:20][C:26](=[O:32])[N:46]([NH:45][S:42]([CH3:41])(=[O:44])=[O:43])[C:3]3=[O:21])[CH:14]=[CH:13][N:12]=1, predict the reactants needed to synthesize it. The reactants are: CO[C:3](=[O:21])[C:4]1[CH:9]=[C:8]([N:10]2[CH:14]=[CH:13][N:12]=[C:11]2[CH3:15])[C:7]([C:16]([F:19])([F:18])[F:17])=[CH:6][C:5]=1[NH2:20].ClC(Cl)(O[C:26](=[O:32])OC(Cl)(Cl)Cl)Cl.C(N(CC)CC)C.[CH3:41][S:42]([NH:45][NH2:46])(=[O:44])=[O:43].[OH-].[Na+].